From a dataset of Full USPTO retrosynthesis dataset with 1.9M reactions from patents (1976-2016). Predict the reactants needed to synthesize the given product. (1) Given the product [CH2:14]([S:16][C:2]1[N:7]([CH3:8])[C:6](=[O:9])[N:5]([CH3:10])[C:4](=[O:11])[C:3]=1[CH:12]=[O:13])[CH3:15], predict the reactants needed to synthesize it. The reactants are: Cl[C:2]1[N:7]([CH3:8])[C:6](=[O:9])[N:5]([CH3:10])[C:4](=[O:11])[C:3]=1[CH:12]=[O:13].[CH2:14]([SH:16])[CH3:15]. (2) Given the product [CH3:1][O:2][C:3]([C:5]1[C:10]([Cl:21])=[CH:9][C:8](=[O:12])[N:7]([C:13]2[CH:18]=[CH:17][CH:16]=[CH:15][CH:14]=2)[N:6]=1)=[O:4], predict the reactants needed to synthesize it. The reactants are: [CH3:1][O:2][C:3]([C:5]1[C:10](O)=[CH:9][C:8](=[O:12])[N:7]([C:13]2[CH:18]=[CH:17][CH:16]=[CH:15][CH:14]=2)[N:6]=1)=[O:4].P(Cl)(Cl)([Cl:21])=O.